From a dataset of Catalyst prediction with 721,799 reactions and 888 catalyst types from USPTO. Predict which catalyst facilitates the given reaction. (1) Reactant: [N+:1]([C:4]1[CH:9]=[CH:8][C:7]([C:10]2[N:14]=[C:13]([C@H:15]3[CH2:20][CH2:19][CH2:18][CH2:17][N:16]3[C:21](=[O:30])[CH2:22][O:23][C:24]3[CH:29]=[CH:28][CH:27]=[CH:26][CH:25]=3)[O:12][N:11]=2)=[CH:6][CH:5]=1)([O-])=O.[NH4+].[Cl-]. Product: [NH2:1][C:4]1[CH:5]=[CH:6][C:7]([C:10]2[N:14]=[C:13]([C@H:15]3[CH2:20][CH2:19][CH2:18][CH2:17][N:16]3[C:21](=[O:30])[CH2:22][O:23][C:24]3[CH:25]=[CH:26][CH:27]=[CH:28][CH:29]=3)[O:12][N:11]=2)=[CH:8][CH:9]=1. The catalyst class is: 284. (2) Reactant: [NH2:1][C:2]1[CH:10]=[C:9]2[C:5]([CH2:6][C:7](=[O:11])[NH:8]2)=[CH:4][C:3]=1[F:12].[F:13][C:14]1[CH:21]=[CH:20][C:17]([CH:18]=O)=[CH:16][CH:15]=1.[BH4-].[Na+].O. Product: [F:12][C:3]1[CH:4]=[C:5]2[C:9](=[CH:10][C:2]=1[NH:1][CH2:18][C:17]1[CH:20]=[CH:21][C:14]([F:13])=[CH:15][CH:16]=1)[NH:8][C:7](=[O:11])[CH2:6]2. The catalyst class is: 8.